Dataset: Peptide-MHC class II binding affinity with 134,281 pairs from IEDB. Task: Regression. Given a peptide amino acid sequence and an MHC pseudo amino acid sequence, predict their binding affinity value. This is MHC class II binding data. (1) The peptide sequence is TLTAFGFASADLIEI. The MHC is DRB5_0101 with pseudo-sequence DRB5_0101. The binding affinity (normalized) is 0.480. (2) The peptide sequence is IDGKSRKECPFSNRV. The MHC is HLA-DQA10201-DQB10301 with pseudo-sequence HLA-DQA10201-DQB10301. The binding affinity (normalized) is 0. (3) The peptide sequence is QWHKEGSSIGKLFTQ. The MHC is DRB1_0801 with pseudo-sequence DRB1_0801. The binding affinity (normalized) is 0.190. (4) The peptide sequence is KEFDLYKKSGITEVDRT. The MHC is DRB1_1101 with pseudo-sequence DRB1_1101. The binding affinity (normalized) is 0.278. (5) The peptide sequence is EKVDAAFKVAATAAN. The MHC is DRB5_0101 with pseudo-sequence DRB5_0101. The binding affinity (normalized) is 0.492. (6) The peptide sequence is FGSMPALTIACMTVQ. The MHC is DRB3_0101 with pseudo-sequence DRB3_0101. The binding affinity (normalized) is 0.